This data is from Full USPTO retrosynthesis dataset with 1.9M reactions from patents (1976-2016). The task is: Predict the reactants needed to synthesize the given product. (1) The reactants are: [OH:1][CH:2]([C:14]1[C:22]([CH2:23][O:24][C:25]2C=CC=C[CH:26]=2)=[CH:21][C:20]([CH3:31])=[C:19]2[C:15]=1[CH:16]=[CH:17][N:18]2S(C1C=CC(C)=CC=1)(=O)=O)[C:3]1[NH:7][C:6]2[CH:8]=[CH:9][C:10]([C:12]#[N:13])=[CH:11][C:5]=2[N:4]=1.C(N)CC(C)C.[OH-].[K+]. Given the product [CH2:25]([O:24][CH2:23][C:22]1[C:14]([CH:2]([OH:1])[C:3]2[NH:7][C:6]3[CH:8]=[CH:9][C:10]([C:12]#[N:13])=[CH:11][C:5]=3[N:4]=2)=[C:15]2[C:19](=[C:20]([CH3:31])[CH:21]=1)[NH:18][CH:17]=[CH:16]2)[CH3:26], predict the reactants needed to synthesize it. (2) Given the product [N:12]1([CH2:17][C:18]2[CH:19]=[CH:20][C:21]([C:6]3[CH:7]=[CH:8][C:3]([C:1]#[N:2])=[CH:4][CH:5]=3)=[N:22][CH:23]=2)[CH:16]=[CH:15][N:14]=[CH:13]1, predict the reactants needed to synthesize it. The reactants are: [C:1]([C:3]1[CH:8]=[CH:7][C:6](B(O)O)=[CH:5][CH:4]=1)#[N:2].[N:12]1([CH2:17][C:18]2[CH:19]=[CH:20][C:21](Br)=[N:22][CH:23]=2)[CH:16]=[CH:15][N:14]=[CH:13]1. (3) The reactants are: C([O:3][C:4](=[O:42])[C@H:5]([OH:41])[CH2:6][NH:7][C:8](=[O:40])[C:9]1[CH:14]=[CH:13][C:12]([CH:15]([NH:28][C:29]([NH:31][C:32]2[CH:37]=[C:36]([Cl:38])[CH:35]=[C:34]([Cl:39])[CH:33]=2)=[O:30])[C:16]2[CH:21]=[CH:20][C:19]([C:22]3[CH2:27][CH2:26][CH2:25][CH2:24][CH:23]=3)=[CH:18][CH:17]=2)=[CH:11][CH:10]=1)C.[OH-].[Na+].Cl. Given the product [C:22]1([C:19]2[CH:18]=[CH:17][C:16]([CH:15]([NH:28][C:29]([NH:31][C:32]3[CH:33]=[C:34]([Cl:39])[CH:35]=[C:36]([Cl:38])[CH:37]=3)=[O:30])[C:12]3[CH:13]=[CH:14][C:9]([C:8]([NH:7][CH2:6][C@@H:5]([OH:41])[C:4]([OH:42])=[O:3])=[O:40])=[CH:10][CH:11]=3)=[CH:21][CH:20]=2)[CH2:27][CH2:26][CH2:25][CH2:24][CH:23]=1, predict the reactants needed to synthesize it. (4) The reactants are: O([C:8]([NH:10][C:11]1[CH:20]=[CH:19][CH:18]=[C:17]2[C:12]=1[CH2:13][CH2:14][CH2:15][CH:16]2[C:21]1[N:22]=[CH:23][N:24](C(OC(C)(C)C)=O)[CH:25]=1)=[O:9])C1C=CC=CC=1.[CH2:33]([NH:35][CH:36]([CH3:38])[CH3:37])[CH3:34]. Given the product [CH2:33]([N:35]([CH:36]([CH3:38])[CH3:37])[C:8]([NH:10][C:11]1[C:12]2[CH2:13][CH2:14][CH2:15][CH:16]([C:21]3[N:22]=[CH:23][NH:24][CH:25]=3)[C:17]=2[CH:18]=[CH:19][CH:20]=1)=[O:9])[CH3:34], predict the reactants needed to synthesize it. (5) Given the product [Br:8][C:9]1[CH:17]=[C:16]([CH3:18])[CH:15]=[CH:14][C:10]=1[CH2:11][OH:12], predict the reactants needed to synthesize it. The reactants are: C(N(CC)CC)C.[Br:8][C:9]1[CH:17]=[C:16]([CH3:18])[CH:15]=[CH:14][C:10]=1[C:11](O)=[O:12].ClC(OCC)=O.[H-].[Al+3].[Li+].[H-].[H-].[H-].